Task: Predict the reactants needed to synthesize the given product.. Dataset: Full USPTO retrosynthesis dataset with 1.9M reactions from patents (1976-2016) (1) Given the product [CH3:7][S:6][CH2:5][CH2:4][N:1]1[C:2](=[O:3])[N:14]2[CH:13]=[N:12][C:11]([C:15]([NH2:17])=[O:16])=[C:10]2[N:8]=[N:9]1, predict the reactants needed to synthesize it. The reactants are: [N:1]([CH2:4][CH2:5][S:6][CH3:7])=[C:2]=[O:3].[N+:8](=[C:10]1[N:14]=[CH:13][N:12]=[C:11]1[C:15]([NH2:17])=[O:16])=[N-:9]. (2) Given the product [F:1][CH:2]([F:11])[O:3][C:4]1[CH:5]=[C:6]([NH:7][C:13]2[C:18]([C:19]3[N:24]=[C:23]([CH3:25])[N:22]=[C:21]([N:26]([CH2:27][C:28]4[CH:29]=[CH:30][C:31]([O:34][CH3:35])=[CH:32][CH:33]=4)[CH2:36][C:37]4[CH:38]=[CH:39][C:40]([O:43][CH3:44])=[CH:41][CH:42]=4)[N:20]=3)=[CH:17][CH:16]=[CH:15][N:14]=2)[CH:8]=[CH:9][CH:10]=1, predict the reactants needed to synthesize it. The reactants are: [F:1][CH:2]([F:11])[O:3][C:4]1[CH:5]=[C:6]([CH:8]=[CH:9][CH:10]=1)[NH2:7].F[C:13]1[C:18]([C:19]2[N:24]=[C:23]([CH3:25])[N:22]=[C:21]([N:26]([CH2:36][C:37]3[CH:42]=[CH:41][C:40]([O:43][CH3:44])=[CH:39][CH:38]=3)[CH2:27][C:28]3[CH:33]=[CH:32][C:31]([O:34][CH3:35])=[CH:30][CH:29]=3)[N:20]=2)=[CH:17][CH:16]=[CH:15][N:14]=1.[Li+].C[Si]([N-][Si](C)(C)C)(C)C. (3) The reactants are: [F:1][C:2]1[CH:11]=[C:10]2[C:5]([N:6]=[CH:7][C:8](=[O:33])[N:9]2[CH2:12][CH2:13][N:14]2[CH2:19][CH2:18][CH:17]([NH:20][CH2:21][C:22]3[CH:23]=[CH:24][C:25]4[S:26][CH2:27][C:28](=[O:32])[NH:29][C:30]=4[N:31]=3)[CH2:16][CH2:15]2)=[CH:4][CH:3]=1.[ClH:34].C(OCC)(=O)C. Given the product [ClH:34].[F:1][C:2]1[CH:11]=[C:10]2[C:5]([N:6]=[CH:7][C:8](=[O:33])[N:9]2[CH2:12][CH2:13][N:14]2[CH2:15][CH2:16][CH:17]([NH:20][CH2:21][C:22]3[CH:23]=[CH:24][C:25]4[S:26][CH2:27][C:28](=[O:32])[NH:29][C:30]=4[N:31]=3)[CH2:18][CH2:19]2)=[CH:4][CH:3]=1, predict the reactants needed to synthesize it. (4) Given the product [NH2:29][CH:25]1[CH2:26][CH2:27][CH2:28][N:23]([C:20]2[N:21]=[CH:22][C:17]([NH:16][C:5]3[C:4]4[C:9](=[CH:10][CH:11]=[C:2]([C:42]5[CH:41]=[C:40]([Cl:53])[C:39]([OH:54])=[C:38]([Cl:37])[CH:43]=5)[CH:3]=4)[N:8]=[CH:7][C:6]=3[S:12]([CH3:15])(=[O:14])=[O:13])=[CH:18][CH:19]=2)[CH2:24]1, predict the reactants needed to synthesize it. The reactants are: Br[C:2]1[CH:3]=[C:4]2[C:9](=[CH:10][CH:11]=1)[N:8]=[CH:7][C:6]([S:12]([CH3:15])(=[O:14])=[O:13])=[C:5]2[NH:16][C:17]1[CH:18]=[CH:19][C:20]([N:23]2[CH2:28][CH2:27][CH2:26][CH:25]([NH:29]C(=O)OC(C)(C)C)[CH2:24]2)=[N:21][CH:22]=1.[Cl:37][C:38]1[CH:43]=[C:42](B2OC(C)(C)C(C)(C)O2)[CH:41]=[C:40]([Cl:53])[C:39]=1[OH:54].C([O-])([O-])=O.[Cs+].[Cs+]. (5) Given the product [C:16]([O:20][C:21]([N:23]1[CH2:28][CH2:27][CH:26]([O:9][C:3]2[CH:4]=[C:5]([F:8])[CH:6]=[CH:7][C:2]=2[Cl:1])[CH2:25][CH2:24]1)=[O:22])([CH3:19])([CH3:17])[CH3:18], predict the reactants needed to synthesize it. The reactants are: [Cl:1][C:2]1[CH:7]=[CH:6][C:5]([F:8])=[CH:4][C:3]=1[OH:9].C(=O)([O-])[O-].[Cs+].[Cs+].[C:16]([O:20][C:21]([N:23]1[CH2:28][CH2:27][CH:26](OS(C)(=O)=O)[CH2:25][CH2:24]1)=[O:22])([CH3:19])([CH3:18])[CH3:17]. (6) The reactants are: [NH2:1][C:2]1[S:6][C:5]2[CH2:7][CH2:8][CH2:9][CH2:10][C:4]=2[C:3]=1[C:11]([C:13]1[O:14][CH:15]=[CH:16][CH:17]=1)=[O:12].C(N(CC)CC)C.[C:25](Cl)(=[O:27])[CH3:26]. Given the product [O:14]1[CH:15]=[CH:16][CH:17]=[C:13]1[C:11]([C:3]1[C:4]2[CH2:10][CH2:9][CH2:8][CH2:7][C:5]=2[S:6][C:2]=1[NH:1][C:25](=[O:27])[CH3:26])=[O:12], predict the reactants needed to synthesize it. (7) Given the product [CH3:27][S:28]([O:17][CH2:16][CH2:15][O:14][CH2:13][CH2:12][O:11][CH2:10][CH2:9][O:8][CH2:7][C:6]1[CH:5]=[CH:4][C:3]([O:2][CH3:1])=[CH:19][CH:18]=1)(=[O:30])=[O:29], predict the reactants needed to synthesize it. The reactants are: [CH3:1][O:2][C:3]1[CH:19]=[CH:18][C:6]([CH2:7][O:8][CH2:9][CH2:10][O:11][CH2:12][CH2:13][O:14][CH2:15][CH2:16][OH:17])=[CH:5][CH:4]=1.C(N(CC)CC)C.[CH3:27][S:28](Cl)(=[O:30])=[O:29].